From a dataset of Experimentally validated miRNA-target interactions with 360,000+ pairs, plus equal number of negative samples. Binary Classification. Given a miRNA mature sequence and a target amino acid sequence, predict their likelihood of interaction. The miRNA is mmu-miR-344d-3p with sequence GAUAUAACCACUGCCAGACUGA. The protein sequence of the target gene is MCMVIFAPLFAMFAFATCGGYSGGLRLSVDCVNKTESNLSIDIAFAYPFRLQQVTFEVPTCEGKEQQKLALVGDSSSSAEFFVTVAVFAFLYSLAATVVYIFFQNKYRENNRGPLIDFIVTVVFSFLWLVGSSAWAKGLSDVKVATDPKEVLLLMSACKQPSNKCMAVHSPVMSSLNTSVVFGFLNFILWAGNIWFVFKETGWHSSGQRYLSDPMEKHSSSYNQGRYNQESYGSSGGYSQQANLGPTSDEFGQQPSGPTSFNNQI. Result: 1 (interaction).